From a dataset of Full USPTO retrosynthesis dataset with 1.9M reactions from patents (1976-2016). Predict the reactants needed to synthesize the given product. (1) Given the product [CH2:1]([O:8][C:9]1[N:14]=[C:13]2[N:15]([C:19]3[CH:24]=[CH:23][CH:22]=[CH:21][C:20]=3[F:25])[C:16]([Br:28])=[N:17][C:12]2=[CH:11][CH:10]=1)[C:2]1[CH:7]=[CH:6][CH:5]=[CH:4][CH:3]=1, predict the reactants needed to synthesize it. The reactants are: [CH2:1]([O:8][C:9]1[N:14]=[C:13]2[N:15]([C:19]3[CH:24]=[CH:23][CH:22]=[CH:21][C:20]=3[F:25])[C:16](=O)[NH:17][C:12]2=[CH:11][CH:10]=1)[C:2]1[CH:7]=[CH:6][CH:5]=[CH:4][CH:3]=1.P(Br)(Br)([Br:28])=O.C([O-])(O)=O.[Na+]. (2) Given the product [CH:24]([N:27]1[C:16]([C:11]2[C:10]([CH2:9][OH:8])=[CH:15][CH:14]=[CH:13][N:12]=2)=[CH:17][CH:18]=[N:19]1)([CH3:26])[CH3:25].[CH:24]([N:27]1[CH:14]=[CH:15][C:10]([C:11]2[CH:16]=[CH:17][C:30]([CH2:31][OH:32])=[CH:13][N:12]=2)=[N:28]1)([CH3:26])[CH3:25], predict the reactants needed to synthesize it. The reactants are: [Si]([O:8][CH2:9][C:10]1[C:11]([C:16](=O)/[CH:17]=[CH:18]/[N:19](C)C)=[N:12][CH:13]=[CH:14][CH:15]=1)(C(C)(C)C)(C)C.Cl.[CH:24]([NH:27][NH2:28])([CH3:26])[CH3:25].Cl.[CH3:30][CH2:31][OH:32].